This data is from Forward reaction prediction with 1.9M reactions from USPTO patents (1976-2016). The task is: Predict the product of the given reaction. (1) Given the reactants [Br:1][C:2]1[N:6]2[C:7]3[NH:15][C:14](=[O:16])[CH:13]=[CH:12][C:8]=3[N:9]=[C:10]([CH3:11])[C:5]2=[C:4]([CH3:17])[N:3]=1.C([O-])([O-])=O.[Cs+].[Cs+].[CH:24]1([CH2:27]Br)[CH2:26][CH2:25]1, predict the reaction product. The product is: [Br:1][C:2]1[N:6]2[C:7]3[N:15]=[C:14]([O:16][CH2:27][CH:24]4[CH2:26][CH2:25]4)[CH:13]=[CH:12][C:8]=3[N:9]=[C:10]([CH3:11])[C:5]2=[C:4]([CH3:17])[N:3]=1. (2) Given the reactants [CH:1]12[NH:8][CH:5]([CH2:6][CH2:7]1)[CH2:4][C:3](=[C:9]1[C:22]3[CH:21]=[CH:20][CH:19]=[C:18]([C:23]([NH2:25])=[O:24])[C:17]=3[O:16][C:15]3[C:10]1=[CH:11][CH:12]=[CH:13][CH:14]=3)[CH2:2]2.[F:26][C:27]([F:32])([F:31])[C:28]([O-:30])=[O:29].C12NC(CC1)CC(=[C:41]1[C:54]3[CH:53]=CC=C(O)[C:49]=3[O:48][C:47]3C1=CC=CC=3)C2, predict the reaction product. The product is: [O:48]1[CH:47]=[CH:41][C:54]([CH2:53][N:8]2[CH:1]3[CH2:7][CH2:6][CH:5]2[CH2:4][C:3](=[C:9]2[C:22]4[CH:21]=[CH:20][CH:19]=[C:18]([C:23]([NH2:25])=[O:24])[C:17]=4[O:16][C:15]4[C:10]2=[CH:11][CH:12]=[CH:13][CH:14]=4)[CH2:2]3)=[CH:49]1.[C:28]([OH:30])([C:27]([F:32])([F:31])[F:26])=[O:29]. (3) Given the reactants [C:1]1([C:7]2[N:8]([S:29]([C:32]3[CH:37]=[CH:36][CH:35]=[CH:34][CH:33]=3)(=[O:31])=[O:30])[C:9]3[C:14]([CH:15]=2)=[C:13]([N:16]2[CH2:21][CH2:20][N:19](C(OC(C)(C)C)=O)[CH2:18][CH2:17]2)[CH:12]=[CH:11][CH:10]=3)[CH:6]=[CH:5][CH:4]=[CH:3][CH:2]=1.[ClH:38], predict the reaction product. The product is: [ClH:38].[C:1]1([C:7]2[N:8]([S:29]([C:32]3[CH:33]=[CH:34][CH:35]=[CH:36][CH:37]=3)(=[O:30])=[O:31])[C:9]3[C:14]([CH:15]=2)=[C:13]([N:16]2[CH2:21][CH2:20][NH:19][CH2:18][CH2:17]2)[CH:12]=[CH:11][CH:10]=3)[CH:2]=[CH:3][CH:4]=[CH:5][CH:6]=1. (4) Given the reactants C([O:8][C:9]1[CH:35]=[C:34]([Cl:36])[C:12]([CH2:13][CH:14]2[CH2:18][CH2:17][N:16]([C@H:19]3[CH2:24][CH2:23][C@@H:22]([O:25][Si:26]([C:29]([CH3:32])([CH3:31])[CH3:30])([CH3:28])[CH3:27])[CH2:21][CH2:20]3)[C:15]2=[O:33])=[C:11]([Cl:37])[CH:10]=1)C1C=CC=CC=1, predict the reaction product. The product is: [C:29]([Si:26]([CH3:28])([CH3:27])[O:25][C@@H:22]1[CH2:23][CH2:24][C@H:19]([N:16]2[CH2:17][CH2:18][CH:14]([CH2:13][C:12]3[C:11]([Cl:37])=[CH:10][C:9]([OH:8])=[CH:35][C:34]=3[Cl:36])[C:15]2=[O:33])[CH2:20][CH2:21]1)([CH3:31])([CH3:30])[CH3:32]. (5) Given the reactants [NH:1]1[C:5]2[CH:6]=[CH:7][C:8]([C:10]([OH:12])=O)=[CH:9][C:4]=2[N:3]=[CH:2]1.[CH3:13][N:14]1[CH:18]=[C:17]([C:19]2[CH:20]=[CH:21][C:22]3[CH2:23][C@H:24]4[C@@H:29]([C:30]=3[CH:31]=2)[CH2:28][CH2:27][CH2:26][NH:25]4)[CH:16]=[N:15]1, predict the reaction product. The product is: [NH:1]1[C:5]2[CH:6]=[CH:7][C:8]([C:10]([N:25]3[CH2:26][CH2:27][CH2:28][C@@H:29]4[C:30]5[CH:31]=[C:19]([C:17]6[CH:16]=[N:15][N:14]([CH3:13])[CH:18]=6)[CH:20]=[CH:21][C:22]=5[CH2:23][C@H:24]34)=[O:12])=[CH:9][C:4]=2[N:3]=[CH:2]1. (6) Given the reactants [N:1]([CH2:4][CH2:5][NH:6][C:7](=[O:11])[CH2:8][O:9][CH3:10])=[N+:2]=[N-:3].O=C1O[C@H]([C@H](CO)O)C([O-])=C1O.[Na+].[CH2:25]([O:27][CH:28]([O:31][CH2:32][CH3:33])[C:29]#[CH:30])[CH3:26].C(O)(C)(C)C, predict the reaction product. The product is: [CH2:25]([O:27][CH:28]([O:31][CH2:32][CH3:33])[C:29]1[N:3]=[N:2][N:1]([CH2:4][CH2:5][NH:6][C:7](=[O:11])[CH2:8][O:9][CH3:10])[CH:30]=1)[CH3:26].